This data is from Catalyst prediction with 721,799 reactions and 888 catalyst types from USPTO. The task is: Predict which catalyst facilitates the given reaction. (1) Reactant: [CH2:1]([O:3][C:4]1[N+:5]([O-])=[CH:6][C:7]2[C:12]([CH:13]=1)=[CH:11][CH:10]=[CH:9][CH:8]=2)[CH3:2].[OH-].[Na+].O=P(Cl)(Cl)[Cl:19]. Product: [Cl:19][C:6]1[C:7]2[C:12](=[CH:11][CH:10]=[CH:9][CH:8]=2)[CH:13]=[C:4]([O:3][CH2:1][CH3:2])[N:5]=1. The catalyst class is: 22. (2) Reactant: Cl[C:2]1[C:7]([C:8]2[N:13]=[CH:12][N:11]=[C:10]([NH:14][C:15]3[CH:20]=[C:19]([O:21][CH3:22])[C:18]([O:23][CH3:24])=[C:17]([O:25][CH3:26])[CH:16]=3)[N:9]=2)=[CH:6][CH:5]=[CH:4][N:3]=1.[NH2:27][C:28]1[CH:29]=[C:30]([CH:41]=[CH:42][CH:43]=1)[C:31]([NH:33][C:34]1[CH:39]=[CH:38][C:37](Cl)=[CH:36][CH:35]=1)=[O:32].NC1C=CC=CC=1. Product: [C:34]1([NH:33][C:31](=[O:32])[C:30]2[CH:41]=[CH:42][CH:43]=[C:28]([NH:27][C:2]3[C:7]([C:8]4[N:9]=[C:10]([NH:14][C:15]5[CH:16]=[C:17]([O:25][CH3:26])[C:18]([O:23][CH3:24])=[C:19]([O:21][CH3:22])[CH:20]=5)[N:11]=[CH:12][N:13]=4)=[CH:6][CH:5]=[CH:4][N:3]=3)[CH:29]=2)[CH:35]=[CH:36][CH:37]=[CH:38][CH:39]=1. The catalyst class is: 16. (3) Reactant: N[C:2]1[CH:7]=[CH:6][C:5]([C:8]2[CH:13]=[C:12]([CH:14]([CH3:16])[CH3:15])[CH:11]=[CH:10][C:9]=2[Cl:17])=[C:4]([CH2:18][N:19]2[C@@H:23]([CH3:24])[C@@H:22]([C:25]3[CH:30]=[C:29]([C:31]([F:34])([F:33])[F:32])[CH:28]=[C:27]([C:35]([F:38])([F:37])[F:36])[CH:26]=3)[O:21][C:20]2=[O:39])[CH:3]=1.N(OC(C)(C)C)=O.C(Br)(Br)[Br:48]. Product: [F:37][C:35]([F:36])([F:38])[C:27]1[CH:26]=[C:25]([C@H:22]2[O:21][C:20](=[O:39])[N:19]([CH2:18][C:4]3[CH:3]=[C:2]([Br:48])[CH:7]=[CH:6][C:5]=3[C:8]3[CH:13]=[C:12]([CH:14]([CH3:16])[CH3:15])[CH:11]=[CH:10][C:9]=3[Cl:17])[C@H:23]2[CH3:24])[CH:30]=[C:29]([C:31]([F:34])([F:33])[F:32])[CH:28]=1. The catalyst class is: 4. (4) Reactant: [Br:1][C:2]1[C:3]([C:7]2[CH:12]=[CH:11][CH:10]=[CH:9][CH:8]=2)=[N:4][NH:5][CH:6]=1.[C:13](Cl)([C:26]1[CH:31]=[CH:30][CH:29]=[CH:28][CH:27]=1)([C:20]1[CH:25]=[CH:24][CH:23]=[CH:22][CH:21]=1)[C:14]1[CH:19]=[CH:18][CH:17]=[CH:16][CH:15]=1.C([O-])([O-])=O.[K+].[K+].O. Product: [Br:1][C:2]1[C:3]([C:7]2[CH:12]=[CH:11][CH:10]=[CH:9][CH:8]=2)=[N:4][N:5]([C:13]([C:14]2[CH:19]=[CH:18][CH:17]=[CH:16][CH:15]=2)([C:26]2[CH:27]=[CH:28][CH:29]=[CH:30][CH:31]=2)[C:20]2[CH:21]=[CH:22][CH:23]=[CH:24][CH:25]=2)[CH:6]=1. The catalyst class is: 3. (5) The catalyst class is: 147. Reactant: [N+:1]([C:4]1[CH:9]=[CH:8][C:7]([NH2:10])=[C:6]([NH2:11])[CH:5]=1)([O-:3])=[O:2]. Product: [CH2:9]([C:8]1[NH:11][C:6]2[CH:5]=[C:4]([N+:1]([O-:3])=[O:2])[CH:9]=[CH:8][C:7]=2[N:10]=1)[CH2:4][CH2:5][CH2:6][CH3:7]. (6) Reactant: [F:1][C:2]1[CH:7]=[CH:6][C:5]([CH:8]2[CH2:10][CH:9]2[C:11](N2C3CC4C(C)(C)C3(CC4)CS2(=O)=O)=[O:12])=[CH:4][CH:3]=1.[OH2:27].[OH-].[Li+].O. Product: [F:1][C:2]1[CH:3]=[CH:4][C:5]([C@@H:8]2[CH2:10][C@H:9]2[C:11]([OH:12])=[O:27])=[CH:6][CH:7]=1. The catalyst class is: 7. (7) Reactant: [O:1]=[C:2]1[C:7]([C:8]([OH:10])=O)=[CH:6][CH:5]=[CH:4][N:3]1[CH2:11][C:12]1[CH:17]=[CH:16][CH:15]=[CH:14][C:13]=1[C:18]([F:21])([F:20])[F:19].Cl.[NH2:23][C@@H:24]([CH2:29][CH2:30][CH2:31][NH:32][C:33]([O:35][C:36]([CH3:39])([CH3:38])[CH3:37])=[O:34])[C:25]([O:27][CH3:28])=[O:26].CN(C(ON1N=NC2C=CC=CC1=2)=[N+](C)C)C.F[P-](F)(F)(F)(F)F. Product: [C:36]([O:35][C:33]([NH:32][CH2:31][CH2:30][CH2:29][C@H:24]([NH:23][C:8]([C:7]1[C:2](=[O:1])[N:3]([CH2:11][C:12]2[CH:17]=[CH:16][CH:15]=[CH:14][C:13]=2[C:18]([F:21])([F:20])[F:19])[CH:4]=[CH:5][CH:6]=1)=[O:10])[C:25]([O:27][CH3:28])=[O:26])=[O:34])([CH3:38])([CH3:39])[CH3:37]. The catalyst class is: 66. (8) Reactant: [CH3:1][CH2:2][C@@:3]1([OH:26])[C:8](=[O:9])[O:7][CH2:6][C:5]2[C:10]([N:12]3[C:24](=[CH:25][C:4]1=2)[C:23]1[N:22]=[C:21]2[C:16]([CH:17]=[CH:18][CH:19]=[CH:20]2)=[CH:15][C:14]=1[CH2:13]3)=[O:11].C(O)(C(F)(F)F)=O.CCCP1(OP(CCC)(=O)OP(CCC)(=O)O1)=O.CN(C)N1C=CC=CC1. Product: [CH3:1][CH2:2][C@@:3]1([OH:26])[C:8](=[O:9])[O:7][CH2:6][C:5]2[C:10]([N:12]3[C:24](=[CH:25][C:4]1=2)[C:23]1[N:22]=[C:21]2[C:16]([CH:17]=[CH:18][CH:19]=[CH:20]2)=[CH:15][C:14]=1[CH2:13]3)=[O:11]. The catalyst class is: 866. (9) Reactant: [F:1][C:2]([F:7])([F:6])[C:3]([OH:5])=[O:4].[F:8][C:9]([F:14])([F:13])[C:10]([OH:12])=[O:11].[Cl:15][C:16]1[CH:17]=[N:18][C:19]2[NH:20][C:21]3[CH:22]=[CH:23][CH:24]=[C:25]([CH:43]=3)[CH2:26][CH2:27][C:28]3[CH:36]=[C:32]([NH:33][C:34]=1[N:35]=2)[CH:31]=[CH:30][C:29]=3[N:37]1[CH2:42][CH2:41][NH:40][CH2:39][CH2:38]1.C(N(CC)C(C)C)(C)C.[C:53](OC(=O)C)(=[O:55])[CH3:54].[OH-].[Na+]. Product: [F:1][C:2]([F:7])([F:6])[C:3]([OH:5])=[O:4].[F:8][C:9]([F:14])([F:13])[C:10]([OH:12])=[O:11].[C:53]([N:40]1[CH2:41][CH2:42][N:37]([C:29]2[CH:30]=[CH:31][C:32]3[NH:33][C:34]4[N:35]=[C:19]([NH:20][C:21]5[CH:22]=[CH:23][CH:24]=[C:25]([CH:43]=5)[CH2:26][CH2:27][C:28]=2[CH:36]=3)[N:18]=[CH:17][C:16]=4[Cl:15])[CH2:38][CH2:39]1)(=[O:55])[CH3:54]. The catalyst class is: 7. (10) Reactant: [F:1][C:2]1[CH:3]=[C:4]([C@H:9]([CH:14]2[CH2:17][NH:16][CH2:15]2)[C:10]([F:13])([CH3:12])[CH3:11])[CH:5]=[C:6]([F:8])[CH:7]=1.C([O-])([O-])=O.[Cs+].[Cs+].Br[CH:25]([C:34]1[CH:39]=[CH:38][C:37]([Cl:40])=[CH:36][CH:35]=1)[C:26]1[CH:27]=[C:28]([CH:31]=[CH:32][CH:33]=1)[C:29]#[N:30]. Product: [Cl:40][C:37]1[CH:36]=[CH:35][C:34]([C@H:25]([N:16]2[CH2:15][CH:14]([C@@H:9]([C:4]3[CH:3]=[C:2]([F:1])[CH:7]=[C:6]([F:8])[CH:5]=3)[C:10]([F:13])([CH3:12])[CH3:11])[CH2:17]2)[C:26]2[CH:27]=[C:28]([CH:31]=[CH:32][CH:33]=2)[C:29]#[N:30])=[CH:39][CH:38]=1. The catalyst class is: 10.